From a dataset of Full USPTO retrosynthesis dataset with 1.9M reactions from patents (1976-2016). Predict the reactants needed to synthesize the given product. (1) The reactants are: C(OC(=O)N[C@@H]1[C@H](N[C:15]2[N:16]=[CH:17][C:18]3[S:23][CH:22]=[C:21]([C:24](=[O:33])[NH:25][C:26]4[CH:31]=[CH:30][CH:29]([CH3:32])[CH2:28][CH:27]=4)[C:19]=3[N:20]=2)CCOC1)(C)(C)C. Given the product [C:29]1([CH3:32])[CH:28]=[CH:27][C:26]([NH:25][C:24]([C:21]2[C:19]3[N:20]=[CH:15][N:16]=[CH:17][C:18]=3[S:23][CH:22]=2)=[O:33])=[CH:31][CH:30]=1, predict the reactants needed to synthesize it. (2) Given the product [CH3:58][N:57]([CH3:59])[C:56]([NH:55][C:52]1[CH:51]=[CH:50][C:49]([C:41]2[C:40]([C:39]3[CH:38]=[CH:37][N:36]=[C:35]4[NH:61][C:32]([C:28]5[CH:29]=[CH:30][CH:31]=[C:26]([CH2:25][N:23]([CH3:22])[CH3:24])[CH:27]=5)=[CH:33][C:34]=34)=[CH:44][N:43]([CH2:45][CH2:46][N:47]([CH3:48])[C:2](=[O:1])[CH3:4])[N:42]=2)=[CH:54][CH:53]=1)=[O:60], predict the reactants needed to synthesize it. The reactants are: [OH:1][C:2]([C:4](F)(F)F)=O.OC(C(F)(F)F)=O.OC(C(F)(F)F)=O.[CH3:22][N:23]([CH2:25][C:26]1[CH:27]=[C:28]([C:32]2[NH:61][C:35]3=[N:36][CH:37]=[CH:38][C:39]([C:40]4[C:41]([C:49]5[CH:54]=[CH:53][C:52]([NH:55][C:56](=[O:60])[N:57]([CH3:59])[CH3:58])=[CH:51][CH:50]=5)=[N:42][N:43]([CH2:45][CH2:46][NH:47][CH3:48])[CH:44]=4)=[C:34]3[CH:33]=2)[CH:29]=[CH:30][CH:31]=1)[CH3:24].[OH-].[Na+].CC(OC(C)=O)=O. (3) Given the product [C:30]1([C:36]2[C:37]([C:38]([O:40][CH3:41])=[O:39])=[C:16]3[C:17]4[CH:23]=[CH:22][O:21][C:18]=4[CH:19]=[CH:20][N:15]3[N:14]=2)[CH:35]=[CH:34][CH:33]=[CH:32][CH:31]=1, predict the reactants needed to synthesize it. The reactants are: [N+](C1C=C([N+]([O-])=O)C=CC=1[O-])([O-])=O.[NH2:14][N+:15]1[CH:20]=[CH:19][C:18]2[O:21][CH:22]=[CH:23][C:17]=2[CH:16]=1.C(=O)([O-])[O-].[K+].[K+].[C:30]1([C:36]#[C:37][C:38]([O:40][CH3:41])=[O:39])[CH:35]=[CH:34][CH:33]=[CH:32][CH:31]=1. (4) Given the product [CH3:22][O:23][C:24]1[C:25]2[C:29]([CH:30]=[CH:31][CH:32]=1)=[N:28][N:27]1[C:4](=[O:21])[CH:5]=[C:6]([CH:8]3[CH2:9][CH2:10][N:11]([C:14]([O:16][C:17]([CH3:18])([CH3:19])[CH3:20])=[O:15])[CH2:12][CH2:13]3)[NH:33][C:26]=21, predict the reactants needed to synthesize it. The reactants are: C(O[C:4](=[O:21])[CH2:5][C:6]([CH:8]1[CH2:13][CH2:12][N:11]([C:14]([O:16][C:17]([CH3:20])([CH3:19])[CH3:18])=[O:15])[CH2:10][CH2:9]1)=O)C.[CH3:22][O:23][C:24]1[CH:32]=[CH:31][CH:30]=[C:29]2[C:25]=1[C:26]([NH2:33])=[N:27][NH:28]2.P([O-])([O-])([O-])=O.[K+].[K+].[K+].Cl. (5) Given the product [CH3:13][NH:12][C:11]([C:8]1[NH:9][C:10]2[C:6]([C:7]=1[CH2:15][CH2:16][NH:17][C:18](=[O:24])[O:19][C:20]([CH3:23])([CH3:22])[CH3:21])=[C:5]1[CH2:25][CH2:26][O:27][C:4]1=[CH:3][CH:2]=2)=[O:14], predict the reactants needed to synthesize it. The reactants are: Br[C:2]1[CH:3]=[C:4]2[O:27][CH2:26][CH2:25][C:5]2=[C:6]2[C:10]=1[NH:9][C:8]([C:11](=[O:14])[NH:12][CH3:13])=[C:7]2[CH2:15][CH2:16][NH:17][C:18](=[O:24])[O:19][C:20]([CH3:23])([CH3:22])[CH3:21].C(N(CC)CC)C.O1CCCC1. (6) The reactants are: C([O:3][C:4]([C:6]1[CH:11]=[C:10]([CH2:12][CH3:13])[N:9]=[C:8]([S:14][CH3:15])[N:7]=1)=[O:5])C.Cl. Given the product [CH2:12]([C:10]1[N:9]=[C:8]([S:14][CH3:15])[N:7]=[C:6]([C:4]([OH:5])=[O:3])[CH:11]=1)[CH3:13], predict the reactants needed to synthesize it. (7) Given the product [C:12]([O:11][C@@H:8]1[C:34]2[CH:33]=[CH:32][C:31]3[O:38][C:39]([CH3:43])([CH3:42])[CH:40]=[CH:41][C:30]=3[C:29]=2[O:28][C@@H:27]2[CH2:26][O:25][C:20]3[C:19]([C@@H:9]12)=[CH:18][C:17]([O:16][CH3:15])=[C:22]([O:23][CH3:24])[CH:21]=3)(=[O:14])[CH3:13], predict the reactants needed to synthesize it. The reactants are: CCN(CC)CC.[C:8]([O:11][C:12](=[O:14])[CH3:13])(=O)[CH3:9].[CH3:15][O:16][C:17]1[CH:18]=[C:19]2[C@H]3[C@H:27]([O:28][C:29]4[C:30]5[CH:41]=[CH:40][C:39]([CH3:43])([CH3:42])[O:38][C:31]=5[CH:32]=[CH:33][C:34]=4[C@H]3O)[CH2:26][O:25][C:20]2=[CH:21][C:22]=1[O:23][CH3:24].[NH4+].[Cl-]. (8) Given the product [F:23][C:22]([F:25])([F:24])[S:19]([O:1][C:2]1[CH:7]=[CH:6][C:5]([C:8]2([CH2:12][C:13]([O:15][CH2:16][CH3:17])=[O:14])[CH2:9][O:10][CH2:11]2)=[CH:4][CH:3]=1)(=[O:20])=[O:18], predict the reactants needed to synthesize it. The reactants are: [OH:1][C:2]1[CH:7]=[CH:6][C:5]([C:8]2([CH2:12][C:13]([O:15][CH2:16][CH3:17])=[O:14])[CH2:11][O:10][CH2:9]2)=[CH:4][CH:3]=1.[O:18](S(C(F)(F)F)(=O)=O)[S:19]([C:22]([F:25])([F:24])[F:23])(=O)=[O:20].